Dataset: Catalyst prediction with 721,799 reactions and 888 catalyst types from USPTO. Task: Predict which catalyst facilitates the given reaction. (1) Reactant: Cl[C:2]1[N:3]=[CH:4][C:5]([O:32][CH3:33])=[C:6]2[C:10]([C:11](=[O:31])[C:12]([N:14]3[CH2:19][CH2:18][N:17]([C:20]4[N:24]([C:25]5[CH:30]=[CH:29][CH:28]=[CH:27][CH:26]=5)[N:23]=[N:22][N:21]=4)[CH2:16][CH2:15]3)=[O:13])=[CH:9][NH:8][C:7]=12.C([Sn](CCCC)(CCCC)[C:39]1[CH:43]=[C:42]([C:44]([O:46][CH2:47][CH3:48])=[O:45])[NH:41][N:40]=1)CCC. Product: [CH3:33][O:32][C:5]1[CH:4]=[N:3][C:2]([C:39]2[CH:43]=[C:42]([C:44]([O:46][CH2:47][CH3:48])=[O:45])[NH:41][N:40]=2)=[C:7]2[NH:8][CH:9]=[C:10]([C:11](=[O:31])[C:12](=[O:13])[N:14]3[CH2:19][CH2:18][N:17]([C:20]4[N:24]([C:25]5[CH:26]=[CH:27][CH:28]=[CH:29][CH:30]=5)[N:23]=[N:22][N:21]=4)[CH2:16][CH2:15]3)[C:6]=12. The catalyst class is: 77. (2) Reactant: CO[C:3](=[O:21])[C:4]1[CH:9]=[C:8]([C:10]2[N:11]([CH3:15])[N:12]=[CH:13][CH:14]=2)[C:7]([C:16]([F:19])([F:18])[CH3:17])=[CH:6][C:5]=1[NH2:20].CC[N:24]([CH2:27]C)CC.[CH3:29][S:30]([NH:33]N)(=[O:32])=[O:31].[OH-:35].[Na+]. Product: [F:19][C:16]([C:7]1[CH:6]=[C:5]2[C:4]([C:3](=[O:21])[N:24]([NH:33][S:30]([CH3:29])(=[O:32])=[O:31])[C:27](=[O:35])[NH:20]2)=[CH:9][C:8]=1[C:10]1[N:11]([CH3:15])[N:12]=[CH:13][CH:14]=1)([F:18])[CH3:17]. The catalyst class is: 2. (3) The catalyst class is: 22. Product: [Si:24]([O:16][C:12]1[CH:11]=[C:10]([C:9]2[CH:8]=[CH:7][N:6]=[CH:5][C:4]=2[N+:1]([O-:3])=[O:2])[CH2:15][CH2:14][CH:13]=1)([C:27]([CH3:30])([CH3:29])[CH3:28])([CH3:26])[CH3:25]. Reactant: [N+:1]([C:4]1[CH:5]=[N:6][CH:7]=[CH:8][C:9]=1[C:10]1[CH2:15][CH2:14][CH2:13][C:12](=[O:16])[CH:11]=1)([O-:3])=[O:2].CCN(CC)CC.[Si:24](OS(C(F)(F)F)(=O)=O)([C:27]([CH3:30])([CH3:29])[CH3:28])([CH3:26])[CH3:25].C1C=NC=C(CO)C=1. (4) Reactant: C(N(C(C)C)C(C)C)C.C(N1CCCO[CH:19]([CH2:24][NH:25][C:26]2[CH:31]=[CH:30][CH:29]=[CH:28][CH:27]=2)[CH2:18]1)C1C=CC=CC=1.C(Cl)(=[O:35])CC.[OH-].[Na+]. Product: [C:26]1([NH:25][C:24](=[O:35])[CH2:19][CH3:18])[CH:31]=[CH:30][CH:29]=[CH:28][CH:27]=1. The catalyst class is: 2. (5) Reactant: [OH:1][C@H:2]([CH2:29][CH:30]([CH3:32])[CH3:31])[C:3]([N:5]1[CH2:10][CH2:9][N:8]([C:11]2[C:20]3[C:15](=[CH:16][C:17]([CH3:21])=[CH:18][CH:19]=3)[N:14]=[C:13]([C:22]3[CH:27]=[CH:26][CH:25]=[CH:24][C:23]=3[OH:28])[N:12]=2)[CH2:7][CH2:6]1)=[O:4].C1COCC1.[OH:38][S:39]([OH:42])(=[O:41])=[O:40]. Product: [S:39]([OH:42])([OH:41])(=[O:40])=[O:38].[OH:1][C@H:2]([CH2:29][CH:30]([CH3:32])[CH3:31])[C:3]([N:5]1[CH2:10][CH2:9][N:8]([C:11]2[C:20]3[C:15](=[CH:16][C:17]([CH3:21])=[CH:18][CH:19]=3)[N:14]=[C:13]([C:22]3[CH:27]=[CH:26][CH:25]=[CH:24][C:23]=3[OH:28])[N:12]=2)[CH2:7][CH2:6]1)=[O:4]. The catalyst class is: 23. (6) Reactant: [CH3:1][NH2:2].O.C(O[C:7]([C:9]1[C:14]([NH2:15])=[CH:13][CH:12]=[C:11]([Br:16])[N:10]=1)=[O:8])C. Product: [NH2:15][C:14]1[C:9]([C:7]([NH:2][CH3:1])=[O:8])=[N:10][C:11]([Br:16])=[CH:12][CH:13]=1. The catalyst class is: 5. (7) Reactant: [OH:1][C:2]1[CH:3]=[CH:4][CH:5]=[C:6]2[C:11]=1[N:10]=[C:9]([CH3:12])[CH:8]=[CH:7]2.[Se](=O)=[O:14].O1CCOCC1. Product: [OH:1][C:2]1[CH:3]=[CH:4][CH:5]=[C:6]2[C:11]=1[N:10]=[C:9]([CH:12]=[O:14])[CH:8]=[CH:7]2. The catalyst class is: 6. (8) Reactant: [Cl:1][C:2]1[C:3]([O:12][C:13]2[CH:18]=[C:17]([O:19][CH2:20][CH2:21][CH2:22][O:23][CH3:24])[CH:16]=[CH:15][C:14]=2[CH2:25][CH2:26][C:27](OCC)=[O:28])=[N:4][CH:5]=[C:6]([C:8]([F:11])([F:10])[F:9])[CH:7]=1.C1(C)C=CC=CC=1.[H-].C([Al+]CC(C)C)C(C)C.CO.O. Product: [Cl:1][C:2]1[C:3]([O:12][C:13]2[CH:18]=[C:17]([O:19][CH2:20][CH2:21][CH2:22][O:23][CH3:24])[CH:16]=[CH:15][C:14]=2[CH2:25][CH2:26][CH2:27][OH:28])=[N:4][CH:5]=[C:6]([C:8]([F:10])([F:9])[F:11])[CH:7]=1. The catalyst class is: 27. (9) Reactant: [CH3:1][C:2]1[C:3]([C:12]2[N:17]=[CH:16][CH:15]=[CH:14][N:13]=2)=[C:4]([CH:9]=[CH:10][CH:11]=1)[C:5]([O:7]C)=[O:6].[OH-].[Na+]. Product: [CH3:1][C:2]1[C:3]([C:12]2[N:13]=[CH:14][CH:15]=[CH:16][N:17]=2)=[C:4]([CH:9]=[CH:10][CH:11]=1)[C:5]([OH:7])=[O:6]. The catalyst class is: 5.